From a dataset of Forward reaction prediction with 1.9M reactions from USPTO patents (1976-2016). Predict the product of the given reaction. (1) Given the reactants Cl[C:2]1[N:7]=[CH:6][C:5]([CH2:8][C:9]2[CH:10]=[C:11]3[C:16](=[C:17]4[CH:22]=[CH:21][CH:20]=[CH:19][C:18]=24)[N:15]=[CH:14][N:13]([C@H:23]2[CH2:28][CH2:27][O:26][CH2:25][C@@H:24]2[OH:29])[C:12]3=[O:30])=[CH:4][CH:3]=1.[NH:31]1[CH:35]=[CH:34][CH:33]=[N:32]1.C(=O)([O-])[O-].[K+].[K+].CN[C@@H]1CCCC[C@H]1NC, predict the reaction product. The product is: [OH:29][C@@H:24]1[C@@H:23]([N:13]2[C:12](=[O:30])[C:11]3[C:16](=[C:17]4[CH:22]=[CH:21][CH:20]=[CH:19][C:18]4=[C:9]([CH2:8][C:5]4[CH:6]=[N:7][C:2]([N:31]5[CH:35]=[CH:34][CH:33]=[N:32]5)=[CH:3][CH:4]=4)[CH:10]=3)[N:15]=[CH:14]2)[CH2:28][CH2:27][O:26][CH2:25]1. (2) The product is: [NH4+:11].[NH4+:22].[C:8]([O-:10])(=[O:9])[CH:6]([CH:4]([C:1]([O-:3])=[O:2])[OH:5])[OH:7]. Given the reactants [C:1]([C@@H:4]([C@H:6]([C:8]([OH:10])=[O:9])[OH:7])[OH:5])([OH:3])=[O:2].[NH2:11][C@@H]1C[C@H](C(OC)=O)C=C1.[Cl-].[NH4+:22].N.CO, predict the reaction product.